From a dataset of Forward reaction prediction with 1.9M reactions from USPTO patents (1976-2016). Predict the product of the given reaction. (1) Given the reactants [CH3:1][C:2]1[CH:7]=[CH:6][C:5]([C:8]2[N:12]=[C:11]([CH2:13][CH2:14][CH:15]=[O:16])[O:10][N:9]=2)=[CH:4][C:3]=1[N+:17]([O-:19])=[O:18].CCCC[N+](CCCC)(CCCC)CCCC.[F-].[F:38][C:39]([Si](C)(C)C)([F:41])[F:40], predict the reaction product. The product is: [F:38][C:39]([F:41])([F:40])[CH:15]([OH:16])[CH2:14][CH2:13][C:11]1[O:10][N:9]=[C:8]([C:5]2[CH:6]=[CH:7][C:2]([CH3:1])=[C:3]([N+:17]([O-:19])=[O:18])[CH:4]=2)[N:12]=1. (2) Given the reactants C(OC([N:8]1[CH2:13][CH2:12][CH:11]([S:14][C:15]2[CH:16]=[CH:17][C:18]3[O:27][CH2:26][CH2:25][N:24]4[C:20](=[N:21][C:22]([C:28]5[N:29]([CH:33]([CH3:35])[CH3:34])[N:30]=[CH:31][N:32]=5)=[CH:23]4)[C:19]=3[CH:36]=2)[CH2:10][CH2:9]1)=O)(C)(C)C.C(O)(C(F)(F)F)=O, predict the reaction product. The product is: [CH:33]([N:29]1[C:28]([C:22]2[N:21]=[C:20]3[N:24]([CH2:25][CH2:26][O:27][C:18]4[CH:17]=[CH:16][C:15]([S:14][CH:11]5[CH2:12][CH2:13][NH:8][CH2:9][CH2:10]5)=[CH:36][C:19]=43)[CH:23]=2)=[N:32][CH:31]=[N:30]1)([CH3:35])[CH3:34].